Dataset: Reaction yield outcomes from USPTO patents with 853,638 reactions. Task: Predict the reaction yield, written as a fraction of the theoretical maximum amount of product (1.0 means a 100% yield; for example, 0.34 means a 34% yield). (1) The reactants are [NH:1]1[CH2:5][CH2:4][C@@H:3]([CH2:6][C:7]2[N:11]3[C:12]4[CH:18]=[CH:17][N:16]([S:19]([C:22]5[CH:28]=[CH:27][C:25]([CH3:26])=[CH:24][CH:23]=5)(=[O:21])=[O:20])[C:13]=4[N:14]=[CH:15][C:10]3=[N:9][N:8]=2)[CH2:2]1.Cl[C:30]1[CH:35]=[N:34][C:33]([C:36]#[N:37])=[CH:32][N:31]=1.CCN(C(C)C)C(C)C.C(Cl)Cl. The catalyst is C(O)CC. The product is [S:19]([N:16]1[C:13]2[N:14]=[CH:15][C:10]3[N:11]([C:7]([CH2:6][C@@H:3]4[CH2:4][CH2:5][N:1]([C:30]5[N:31]=[CH:32][C:33]([C:36]#[N:37])=[N:34][CH:35]=5)[CH2:2]4)=[N:8][N:9]=3)[C:12]=2[CH:18]=[CH:17]1)([C:22]1[CH:23]=[CH:24][C:25]([CH3:26])=[CH:27][CH:28]=1)(=[O:21])=[O:20]. The yield is 0.270. (2) The catalyst is C1COCC1.O. The product is [NH2:1][CH2:4][CH2:5][CH2:6][N:7]([C:21]1[CH:26]=[CH:25][CH:24]=[C:23]([Cl:27])[CH:22]=1)[CH:8]1[CH2:13][CH2:12][CH2:11][N:10]([C:14]([O:16][C:17]([CH3:18])([CH3:19])[CH3:20])=[O:15])[CH2:9]1. The reactants are [N:1]([CH2:4][CH2:5][CH2:6][N:7]([C:21]1[CH:26]=[CH:25][CH:24]=[C:23]([Cl:27])[CH:22]=1)[CH:8]1[CH2:13][CH2:12][CH2:11][N:10]([C:14]([O:16][C:17]([CH3:20])([CH3:19])[CH3:18])=[O:15])[CH2:9]1)=[N+]=[N-].C1C=CC(P(C2C=CC=CC=2)C2C=CC=CC=2)=CC=1. The yield is 0.620. (3) The reactants are [C:1]([O:5][C:6]([N:8]1[CH2:15][CH:14]2[NH:16][CH:10]([CH2:11][C:12](=[O:17])[CH2:13]2)[CH2:9]1)=[O:7])([CH3:4])([CH3:3])[CH3:2].CCN(CC)CC.[Cl:25][C:26]1[CH:31]=[CH:30][C:29]([S:32](Cl)(=[O:34])=[O:33])=[CH:28][CH:27]=1. The catalyst is C(Cl)Cl. The product is [C:1]([O:5][C:6]([N:8]1[CH2:15][CH:14]2[N:16]([S:32]([C:29]3[CH:30]=[CH:31][C:26]([Cl:25])=[CH:27][CH:28]=3)(=[O:34])=[O:33])[CH:10]([CH2:11][C:12](=[O:17])[CH2:13]2)[CH2:9]1)=[O:7])([CH3:4])([CH3:2])[CH3:3]. The yield is 0.820. (4) The reactants are [O:1]1[CH2:6][CH2:5][N:4]([C:7]2[N:12]=[CH:11][C:10]([NH2:13])=[CH:9][CH:8]=2)[CH2:3][CH2:2]1.[Br:14][C:15]1[CH:16]=[CH:17][C:18]([O:25][CH3:26])=[C:19]([S:21](Cl)(=[O:23])=[O:22])[CH:20]=1. The catalyst is N1C=CC=CC=1.CN(C1C=CN=CC=1)C. The product is [Br:14][C:15]1[CH:16]=[CH:17][C:18]([O:25][CH3:26])=[C:19]([S:21]([NH:13][C:10]2[CH:11]=[N:12][C:7]([N:4]3[CH2:5][CH2:6][O:1][CH2:2][CH2:3]3)=[CH:8][CH:9]=2)(=[O:22])=[O:23])[CH:20]=1. The yield is 0.160. (5) The reactants are [CH3:1][C:2]1[C:3]([C:8]2[CH:9]=[C:10]([CH:18]=[CH:19][CH:20]=2)[C:11]([O:13][C:14]([CH3:17])([CH3:16])[CH3:15])=[O:12])=[N:4][CH:5]=[CH:6][CH:7]=1.[OH:21]O. The catalyst is ClCCl.C[Re](=O)(=O)=O. The product is [C:14]([O:13][C:11]([C:10]1[CH:9]=[C:8]([C:3]2[C:2]([CH3:1])=[CH:7][CH:6]=[CH:5][N+:4]=2[O-:21])[CH:20]=[CH:19][CH:18]=1)=[O:12])([CH3:17])([CH3:15])[CH3:16]. The yield is 0.570. (6) The reactants are [CH3:1][NH:2][C:3]([C@H:5]1[CH2:10][CH2:9][C@H:8]([O:11][CH2:12][CH2:13][CH2:14][CH2:15][O:16][CH2:17][C:18]2[CH:23]=[CH:22][CH:21]=[CH:20][CH:19]=2)[CH2:7][CH2:6]1)=O.[H-].[Al+3].[Li+].[H-].[H-].[H-]. The catalyst is O1CCCC1.C(OCC)(=O)C. The product is [CH2:17]([O:16][CH2:15][CH2:14][CH2:13][CH2:12][O:11][C@H:8]1[CH2:7][CH2:6][C@H:5]([CH2:3][NH:2][CH3:1])[CH2:10][CH2:9]1)[C:18]1[CH:23]=[CH:22][CH:21]=[CH:20][CH:19]=1. The yield is 0.974. (7) The reactants are C(C1C=CC(/C=C/C2N(C)C3C(C=2)=CC=CC=3)=C(C=1)C(O)=O)#N.CC1C=CC([N+]([O-])=O)=CC=1C(O)=O.[CH3:37][C:38]1[CH:47]=[CH:46][C:45]([N+:48]([O-:50])=[O:49])=[CH:44][C:39]=1[C:40]([O:42][CH3:43])=[O:41].OS(O)(=O)=O. The catalyst is CO. The product is [CH3:37][C:38]1[CH:47]=[CH:46][C:45]([N+:48]([O-:50])=[O:49])=[CH:44][C:39]=1[C:40]([O:42][CH3:43])=[O:41]. The yield is 0.870. (8) The reactants are [CH:1]1([N:6]2[C:11]3=[N:12][C:13]([NH:16][CH2:17][C@H:18]4[CH:22]([CH2:23][OH:24])[O:21][C@@H](C5C=CC=CC=5)[O:19]4)=[N:14][CH:15]=[C:10]3[CH2:9][N:8]([C:31]3[C:36]([F:37])=[C:35]([O:38][CH3:39])[CH:34]=[C:33]([O:40][CH3:41])[C:32]=3[F:42])[C:7]2=[O:43])[CH2:5][CH2:4][CH2:3][CH2:2]1.[OH-].[Na+]. The catalyst is CO. The product is [CH:1]1([N:6]2[C:11]3=[N:12][C:13]([NH:16][CH2:17][C@H:18]([OH:19])[C@@H:22]([OH:21])[CH2:23][OH:24])=[N:14][CH:15]=[C:10]3[CH2:9][N:8]([C:31]3[C:36]([F:37])=[C:35]([O:38][CH3:39])[CH:34]=[C:33]([O:40][CH3:41])[C:32]=3[F:42])[C:7]2=[O:43])[CH2:2][CH2:3][CH2:4][CH2:5]1. The yield is 0.570. (9) The catalyst is C(O)(=O)C.[Fe]. The reactants are [Cl:1][C:2]1[N:7]=[CH:6][C:5]([C:8]([NH:10][CH:11]2[CH2:16][CH2:15][C:14](=[CH:17][C:18]3[CH:23]=[CH:22][CH:21]=[C:20]([O:24][C:25]4[CH:30]=[CH:29][C:28]([C:31]([F:34])([F:33])[F:32])=[CH:27][N:26]=4)[CH:19]=3)[CH2:13][CH2:12]2)=[O:9])=[CH:4][C:3]=1[N+:35]([O-])=O. The product is [NH2:35][C:3]1[CH:4]=[C:5]([C:8]([NH:10][CH:11]2[CH2:16][CH2:15][C:14](=[CH:17][C:18]3[CH:23]=[CH:22][CH:21]=[C:20]([O:24][C:25]4[CH:30]=[CH:29][C:28]([C:31]([F:33])([F:34])[F:32])=[CH:27][N:26]=4)[CH:19]=3)[CH2:13][CH2:12]2)=[O:9])[CH:6]=[N:7][C:2]=1[Cl:1]. The yield is 0.180. (10) The reactants are [CH2:1]([C@H:8]([NH:31][C:32](=[O:42])[O:33][C@@H:34]1[C@H:41]2[C@H:37]([O:38][CH2:39][CH2:40]2)[O:36][CH2:35]1)[C@H:9]([OH:30])[CH2:10][N:11]([O:24][CH:25]([CH2:28][CH3:29])[CH2:26][CH3:27])[S:12]([C:15]1[CH:20]=[CH:19][C:18]([N+:21]([O-])=O)=[CH:17][CH:16]=1)(=[O:14])=[O:13])[C:2]1[CH:7]=[CH:6][CH:5]=[CH:4][CH:3]=1. The catalyst is CO.[Pd]. The product is [NH2:21][C:18]1[CH:17]=[CH:16][C:15]([S:12]([N:11]([O:24][CH:25]([CH2:28][CH3:29])[CH2:26][CH3:27])[CH2:10][C@@H:9]([OH:30])[C@@H:8]([NH:31][C:32](=[O:42])[O:33][C@@H:34]2[C@H:41]3[C@H:37]([O:38][CH2:39][CH2:40]3)[O:36][CH2:35]2)[CH2:1][C:2]2[CH:3]=[CH:4][CH:5]=[CH:6][CH:7]=2)(=[O:14])=[O:13])=[CH:20][CH:19]=1. The yield is 0.710.